From a dataset of Reaction yield outcomes from USPTO patents with 853,638 reactions. Predict the reaction yield, written as a fraction of the theoretical maximum amount of product (1.0 means a 100% yield; for example, 0.34 means a 34% yield). The catalyst is C(Cl)Cl. The yield is 0.820. The product is [S:20]([C:23]1[CH:29]=[CH:28][C:26]([CH3:27])=[CH:25][CH:24]=1)([O:12][CH2:11][CH2:10][CH2:9][NH:8][C:6]([O:5][C:1]([CH3:4])([CH3:3])[CH3:2])=[O:7])(=[O:22])=[O:21]. The reactants are [C:1]([O:5][C:6]([NH:8][CH2:9][CH2:10][CH2:11][OH:12])=[O:7])([CH3:4])([CH3:3])[CH3:2].C(N(CC)CC)C.[S:20](Cl)([C:23]1[CH:29]=[CH:28][C:26]([CH3:27])=[CH:25][CH:24]=1)(=[O:22])=[O:21].